Dataset: Reaction yield outcomes from USPTO patents with 853,638 reactions. Task: Predict the reaction yield, written as a fraction of the theoretical maximum amount of product (1.0 means a 100% yield; for example, 0.34 means a 34% yield). (1) The reactants are [CH:1]([C:3]1[CH:4]=[CH:5][C:6]2[N:10]=[N:9][NH:8][C:7]=2[CH:11]=1)=[O:2].[Cl:12][CH2:13][CH2:14][CH2:15]Br. The catalyst is [OH-].[Na+].[Br-].C([N+](CCCC)(CCCC)CCCC)CCC. The product is [Cl:12][CH2:13][CH2:14][CH2:15][N:8]1[C:7]2[CH:11]=[C:3]([CH:1]=[O:2])[CH:4]=[CH:5][C:6]=2[N:10]=[N:9]1. The yield is 0.332. (2) The reactants are C(OC(=O)[NH:7][CH2:8][CH2:9][O:10][C:11]1[CH:16]=[CH:15][C:14]([CH2:17][C:18]2[NH:22][C:21]([CH3:23])=[N:20][N:19]=2)=[CH:13][CH:12]=1)(C)(C)C.FC(F)(F)C(O)=O. The catalyst is C(Cl)Cl. The product is [CH3:23][C:21]1[NH:22][C:18]([CH2:17][C:14]2[CH:15]=[CH:16][C:11]([O:10][CH2:9][CH2:8][NH2:7])=[CH:12][CH:13]=2)=[N:19][N:20]=1. The yield is 0.450. (3) The reactants are [Cl:1][C:2]1[CH:8]=[CH:7][C:5]([NH2:6])=[C:4]([F:9])[CH:3]=1.[C:10](OC(=O)C)(=[O:12])[CH3:11]. The catalyst is C(O)(=O)C. The product is [Cl:1][C:2]1[CH:8]=[CH:7][C:5]([NH:6][C:10](=[O:12])[CH3:11])=[C:4]([F:9])[CH:3]=1. The yield is 0.950. (4) The reactants are Cl[C:2]1[C:7]([O:8][CH3:9])=[CH:6][C:5]([N+:10]([O-:12])=[O:11])=[CH:4][N:3]=1.[OH-].[NH4+:14].C(O)C. The yield is 0.690. The catalyst is C(OCC)(=O)C. The product is [NH2:14][C:2]1[C:7]([O:8][CH3:9])=[CH:6][C:5]([N+:10]([O-:12])=[O:11])=[CH:4][N:3]=1. (5) The reactants are C(NC(C)C)(C)C.C([Li])CCC.[CH2:13]([O:15][C:16]([CH:18]1[CH2:22][CH2:21][CH:20]([O:23][Si:24]([CH:31]([CH3:33])[CH3:32])([CH:28]([CH3:30])[CH3:29])[CH:25]([CH3:27])[CH3:26])[CH2:19]1)=[O:17])[CH3:14].[CH:34](=[O:36])[CH3:35]. The catalyst is O1CCCC1. The product is [CH2:13]([O:15][C:16]([C:18]1([CH:34]([OH:36])[CH3:35])[CH2:22][CH2:21][CH:20]([O:23][Si:24]([CH:25]([CH3:26])[CH3:27])([CH:31]([CH3:32])[CH3:33])[CH:28]([CH3:30])[CH3:29])[CH2:19]1)=[O:17])[CH3:14]. The yield is 0.940. (6) The reactants are [CH2:1]([OH:6])[CH:2]([OH:5])[CH:3]=[CH2:4].[CH3:7][C:8]([CH3:10])=O.COC(OC)(C)C.C1(C)C=CC(S(O)(=O)=O)=CC=1. The catalyst is C1C=CC=CC=1. The product is [CH3:7][C:8]1([CH3:10])[O:5][CH:2]([CH:3]=[CH2:4])[CH2:1][O:6]1. The yield is 0.570. (7) The reactants are C[N:2]1[CH:7]=[C:6]([N+]([O-])=O)[CH:5]=[C:4]([N+:11]([O-:13])=[O:12])[C:3]1=O.[CH3:15][CH:16](C)[C:17](=O)C.N. The catalyst is CO. The product is [CH:16]([C:7]1[CH:6]=[CH:5][C:4]([N+:11]([O-:13])=[O:12])=[CH:3][N:2]=1)([CH3:17])[CH3:15]. The yield is 0.280. (8) The reactants are N1C(C)=CC(C)=CC=1C.[Br:10][CH2:11][CH2:12][CH2:13][CH2:14][CH2:15][CH2:16][CH2:17][CH2:18][CH2:19][CH2:20][OH:21].[C:22](Cl)(=[O:26])[C:23]([CH3:25])=[CH2:24]. The catalyst is ClCCl. The product is [Br:10][CH2:11][CH2:12][CH2:13][CH2:14][CH2:15][CH2:16][CH2:17][CH2:18][CH2:19][CH2:20][O:21][C:22](=[O:26])[C:23]([CH3:25])=[CH2:24]. The yield is 0.700.